Dataset: Full USPTO retrosynthesis dataset with 1.9M reactions from patents (1976-2016). Task: Predict the reactants needed to synthesize the given product. (1) Given the product [NH2:26][C:17]1[CH:16]=[C:15]([N:12]2[CH2:13][CH2:14][N:9]([C:7]([NH:6][C@@H:4]([CH3:5])[C:3]([OH:27])=[O:2])=[O:8])[CH2:10][CH2:11]2)[C:24]2[C:19](=[CH:20][C:21]([Cl:25])=[CH:22][CH:23]=2)[N:18]=1, predict the reactants needed to synthesize it. The reactants are: C[O:2][C:3](=[O:27])[C@@H:4]([NH:6][C:7]([N:9]1[CH2:14][CH2:13][N:12]([C:15]2[C:24]3[C:19](=[CH:20][C:21]([Cl:25])=[CH:22][CH:23]=3)[N:18]=[C:17]([NH2:26])[CH:16]=2)[CH2:11][CH2:10]1)=[O:8])[CH3:5].[Li+].[OH-].Cl. (2) The reactants are: [CH:1]1[C:13]2C[C:13]3[C:1](=[CH:2][CH:3]=CC=3)C=2C=[CH:3][CH:2]=1.[Cl-].[C:15]([C:24]([NH3+])([C:34](=O)[CH2:35][CH2:36][CH2:37][CH2:38][CH2:39][CH2:40][CH3:41])[C:25](=O)[CH2:26][CH2:27][CH2:28][CH2:29][CH2:30][CH2:31][CH3:32])(=O)[CH2:16][CH2:17][CH2:18][CH2:19][CH2:20][CH2:21][CH3:22].[OH-].[Na+]. Given the product [CH2:15]([C:24]1([CH2:34][CH2:35][CH2:36][CH2:37][CH2:38][CH2:39][CH2:40][CH3:41])[C:32]2[CH:3]=[CH:2][CH:1]=[CH:13][C:31]=2[C:30]2[C:25]1=[CH:26][CH:27]=[CH:28][CH:29]=2)[CH2:16][CH2:17][CH2:18][CH2:19][CH2:20][CH2:21][CH3:22], predict the reactants needed to synthesize it.